Dataset: Peptide-MHC class I binding affinity with 185,985 pairs from IEDB/IMGT. Task: Regression. Given a peptide amino acid sequence and an MHC pseudo amino acid sequence, predict their binding affinity value. This is MHC class I binding data. (1) The peptide sequence is FPVTPQVPL. The binding affinity (normalized) is 0. The MHC is HLA-A26:01 with pseudo-sequence HLA-A26:01. (2) The peptide sequence is RLLRMNNEN. The MHC is HLA-A02:01 with pseudo-sequence HLA-A02:01. The binding affinity (normalized) is 0.0847. (3) The peptide sequence is KVREHTFVK. The MHC is HLA-B08:01 with pseudo-sequence HLA-B08:01. The binding affinity (normalized) is 0.00882. (4) The binding affinity (normalized) is 0.0847. The peptide sequence is DAVEDFLAF. The MHC is HLA-B57:01 with pseudo-sequence HLA-B57:01. (5) The peptide sequence is QVNDVLHSV. The MHC is HLA-A02:06 with pseudo-sequence HLA-A02:06. The binding affinity (normalized) is 0.898. (6) The peptide sequence is TVFKGFVNK. The MHC is HLA-B07:02 with pseudo-sequence HLA-B07:02. The binding affinity (normalized) is 0.0847. (7) The MHC is Patr-A0901 with pseudo-sequence Patr-A0901. The peptide sequence is YVFPVIFSK. The binding affinity (normalized) is 0. (8) The peptide sequence is EKFGHLCKYH. The MHC is HLA-A03:01 with pseudo-sequence HLA-A03:01. The binding affinity (normalized) is 0. (9) The MHC is HLA-A31:01 with pseudo-sequence HLA-A31:01. The binding affinity (normalized) is 0. The peptide sequence is HSKKKCDEL. (10) The peptide sequence is GTVPTDNPF. The MHC is HLA-B46:01 with pseudo-sequence HLA-B46:01. The binding affinity (normalized) is 0.0847.